Task: Predict the product of the given reaction.. Dataset: Forward reaction prediction with 1.9M reactions from USPTO patents (1976-2016) Given the reactants B(Br)(Br)Br.C(Cl)Cl.C[O:9][C:10]1[CH:15]=[CH:14][C:13]([O:16]C)=[CH:12][C:11]=1[CH2:18][CH2:19][CH2:20][CH2:21][CH2:22][N:23]([CH2:34][CH2:35][CH3:36])[CH:24]1[CH2:33][CH2:32][C:27]2[N:28]=[C:29]([NH2:31])[S:30][C:26]=2[CH2:25]1, predict the reaction product. The product is: [NH2:31][C:29]1[S:30][C:26]2[CH2:25][CH:24]([N:23]([CH2:34][CH2:35][CH3:36])[CH2:22][CH2:21][CH2:20][CH2:19][CH2:18][C:11]3[CH:12]=[C:13]([OH:16])[CH:14]=[CH:15][C:10]=3[OH:9])[CH2:33][CH2:32][C:27]=2[N:28]=1.